The task is: Predict the product of the given reaction.. This data is from Forward reaction prediction with 1.9M reactions from USPTO patents (1976-2016). (1) Given the reactants [C:1]([C:5]1[CH:10]=[CH:9][C:8]([CH2:11][C:12]#[N:13])=[CH:7][CH:6]=1)([CH3:4])([CH3:3])[CH3:2].C([O:16][C:17]([C:19]1[N:23]([CH3:24])[N:22]=[C:21]([CH3:25])[C:20]=1[CH3:26])=O)C.C(OCCOCCO)C.CO.C[O-].[Na+], predict the reaction product. The product is: [C:1]([C:5]1[CH:6]=[CH:7][C:8]([CH:11]([C:17]([C:19]2[N:23]([CH3:24])[N:22]=[C:21]([CH3:25])[C:20]=2[CH3:26])=[O:16])[C:12]#[N:13])=[CH:9][CH:10]=1)([CH3:4])([CH3:2])[CH3:3]. (2) Given the reactants [CH2:1]([NH:6][C:7](=[O:13])[O:8][C:9]([CH3:12])([CH3:11])[CH3:10])[CH2:2][CH:3]([CH3:5])[CH3:4].[H-].[Na+].[H][H].I[CH2:19][CH3:20], predict the reaction product. The product is: [CH2:19]([N:6]([CH2:1][CH2:2][CH:3]([CH3:5])[CH3:4])[C:7](=[O:13])[O:8][C:9]([CH3:11])([CH3:10])[CH3:12])[CH3:20]. (3) Given the reactants P12(SP3(SP(SP(S3)(S1)=S)(=S)S2)=S)=S.C(N)=O.Br[CH2:19][C:20]([C:22]1[CH:27]=[CH:26][C:25]([OH:28])=[CH:24][C:23]=1[F:29])=O.[CH:30]([NH2:32])=[S:31].[OH-].[Na+], predict the reaction product. The product is: [F:29][C:23]1[CH:24]=[C:25]([OH:28])[CH:26]=[CH:27][C:22]=1[C:20]1[N:32]=[CH:30][S:31][CH:19]=1. (4) Given the reactants [Cl:1][C:2]1[CH:7]=[CH:6][C:5]([S:8]([NH:11][CH2:12][C:13]2[O:14][CH:15]=[C:16]([OH:20])[C:17](=[O:19])[CH:18]=2)(=[O:10])=[O:9])=[CH:4][CH:3]=1.[OH:21][C:22]1C(=O)C=C(CNS(C2C=CC=CC=2)(=O)=O)OC=1CO, predict the reaction product. The product is: [Cl:1][C:2]1[CH:3]=[CH:4][C:5]([S:8]([NH:11][CH2:12][C:13]2[O:14][C:15]([CH2:22][OH:21])=[C:16]([OH:20])[C:17](=[O:19])[CH:18]=2)(=[O:10])=[O:9])=[CH:6][CH:7]=1. (5) Given the reactants [Cl:1][C:2]1[CH:3]=[C:4]([C:13]2[N:17]=[C:16]([C:18]3[CH:22]=[C:21]([CH3:23])[NH:20][N:19]=3)[O:15][N:14]=2)[CH:5]=[CH:6][C:7]=1[O:8][C:9]([F:12])([F:11])[F:10].[Cl:24][C:25]1[CH:30]=[C:29]([CH2:31]Cl)[CH:28]=[CH:27][N:26]=1, predict the reaction product. The product is: [Cl:24][C:25]1[CH:30]=[C:29]([CH2:31][N:20]2[C:21]([CH3:23])=[CH:22][C:18]([C:16]3[O:15][N:14]=[C:13]([C:4]4[CH:5]=[CH:6][C:7]([O:8][C:9]([F:11])([F:10])[F:12])=[C:2]([Cl:1])[CH:3]=4)[N:17]=3)=[N:19]2)[CH:28]=[CH:27][N:26]=1. (6) Given the reactants OC(N1CCC(CCCC([C:26]2[CH:31]=[CH:30][C:29]([C:32]([CH3:37])([CH3:36])[C:33]([OH:35])=[O:34])=[CH:28][CH:27]=2)=O)CC1)(C1C=CC=CC=1)C1C=CC=CC=1.[BH4-].[Na+], predict the reaction product. The product is: [CH3:37][C:32]([C:29]1[CH:30]=[CH:31][CH:26]=[CH:27][CH:28]=1)([CH3:36])[C:33]([OH:35])=[O:34]. (7) The product is: [O:13]=[C:12]([O:14][C@@H:33]1[CH:34]2[CH2:37][CH2:38][N:31]([CH2:36][CH2:35]2)[CH2:32]1)[CH:11]([NH:10][C:9]1[CH:8]=[CH:7][S:6][C:5]=1[C:3]([O:2][CH3:1])=[O:4])[C:15]1[CH:20]=[CH:19][CH:18]=[CH:17][CH:16]=1. Given the reactants [CH3:1][O:2][C:3]([C:5]1[S:6][CH:7]=[CH:8][C:9]=1[NH:10][CH:11]([C:15]1[CH:20]=[CH:19][CH:18]=[CH:17][CH:16]=1)[C:12]([OH:14])=[O:13])=[O:4].N1(O)C2C=CC=CC=2N=N1.[N:31]12[CH2:38][CH2:37][CH:34]([CH2:35][CH2:36]1)[C@@H:33](O)[CH2:32]2.C1CCC(N=C=NC2CCCCC2)CC1, predict the reaction product.